From a dataset of Retrosynthesis with 50K atom-mapped reactions and 10 reaction types from USPTO. Predict the reactants needed to synthesize the given product. (1) The reactants are: COc1ccc(CN2Cc3ccc(OC)cc3C2=O)cc1. Given the product COc1ccc2c(c1)C(=O)NC2, predict the reactants needed to synthesize it. (2) Given the product Cc1c(OC(C)C)cc(Cl)cc1C(=O)O, predict the reactants needed to synthesize it. The reactants are: COC(=O)c1cc(Cl)cc(OC(C)C)c1C. (3) Given the product COC(=O)C12CCCC(C(=O)O)(CC1)CC2, predict the reactants needed to synthesize it. The reactants are: COC(=O)C12CCCC(C(=O)OC)(CC1)CC2. (4) Given the product Cn1c(COc2ccc(CC3SC(=O)N(C(c4ccccc4)(c4ccccc4)c4ccccc4)C3=O)cc2)nc2ccc(-c3ccccc3)nc21, predict the reactants needed to synthesize it. The reactants are: Cn1c(CO)nc2ccc(-c3ccccc3)nc21.O=C1SC(Cc2ccc(O)cc2)C(=O)N1C(c1ccccc1)(c1ccccc1)c1ccccc1. (5) The reactants are: CI.COc1ccc(-c2cc(=O)[nH]c(C)n2)cc1OC. Given the product COc1ccc(-c2cc(=O)n(C)c(C)n2)cc1OC, predict the reactants needed to synthesize it. (6) Given the product CC(=O)N1CCC(C(=O)N2CC[C@H](NCc3cc(-c4ccc(Cl)cc4Cl)ccc3OC(F)(F)F)[C@H](c3ccccc3)C2)CC1, predict the reactants needed to synthesize it. The reactants are: CC(=O)N1CCC(C(=O)O)CC1.FC(F)(F)Oc1ccc(-c2ccc(Cl)cc2Cl)cc1CN[C@H]1CCNC[C@H]1c1ccccc1.